Dataset: Forward reaction prediction with 1.9M reactions from USPTO patents (1976-2016). Task: Predict the product of the given reaction. (1) Given the reactants [I-].[Na+].[Br:3][C:4]1[C:5]([CH3:11])=[N:6][C:7](Br)=[CH:8][CH:9]=1.[I:12][Si](C)(C)C, predict the reaction product. The product is: [Br:3][C:4]1[C:5]([CH3:11])=[N:6][C:7]([I:12])=[CH:8][CH:9]=1. (2) Given the reactants [C:1]([C:5]1[CH:6]=[C:7](Br)[CH:8]=[C:9]([C:11]([CH3:14])([CH3:13])[CH3:12])[CH:10]=1)([CH3:4])([CH3:3])[CH3:2].[Mg].C([O:20][B:21](OC(C)C)[O:22]C(C)C)(C)C.S(=O)(=O)(O)O, predict the reaction product. The product is: [C:1]([C:5]1[CH:6]=[C:7]([B:21]([OH:22])[OH:20])[CH:8]=[C:9]([C:11]([CH3:14])([CH3:13])[CH3:12])[CH:10]=1)([CH3:4])([CH3:3])[CH3:2].